From a dataset of Reaction yield outcomes from USPTO patents with 853,638 reactions. Predict the reaction yield, written as a fraction of the theoretical maximum amount of product (1.0 means a 100% yield; for example, 0.34 means a 34% yield). (1) The reactants are [Br:1][C:2]1[CH:7]=[C:6](I)[C:5]([O:9][CH3:10])=[CH:4][C:3]=1[Cl:11].[NH2:12][C@@H:13]([CH3:17])[C:14]([OH:16])=[O:15].C1(NN=CC2C=CC=CC=2O)C=CC=CC=1.O. The catalyst is CN(C=O)C.[Cu]I.CCOCC. The product is [Br:1][C:2]1[C:3]([Cl:11])=[CH:4][C:5]([O:9][CH3:10])=[C:6]([NH:12][C@@H:13]([CH3:17])[C:14]([OH:16])=[O:15])[CH:7]=1. The yield is 0.640. (2) The reactants are [CH3:1][O:2][C:3]1[CH:4]=[CH:5][CH:6]=[C:7]2[C:12]=1[C:11](=O)[NH:10][CH2:9][CH2:8]2.C1COCC1.[H-].[H-].[H-].[H-].[Li+].[Al+3].[OH-].[Na+]. The catalyst is O. The product is [CH3:1][O:2][C:3]1[CH:4]=[CH:5][CH:6]=[C:7]2[C:12]=1[CH2:11][NH:10][CH2:9][CH2:8]2. The yield is 0.930. (3) The reactants are C(OC(=O)[NH:10][C@@H:11]1[CH2:16][CH2:15][CH2:14][CH2:13][C@@H:12]1[CH2:17][N:18]1[CH2:23][CH2:22][CH2:21][CH2:20][CH2:19]1)C1C=CC=CC=1. The catalyst is [OH-].[K+].CO. The product is [N:18]1([CH2:17][C@H:12]2[CH2:13][CH2:14][CH2:15][CH2:16][C@H:11]2[NH2:10])[CH2:23][CH2:22][CH2:21][CH2:20][CH2:19]1. The yield is 0.850. (4) The reactants are [C:1]([C:4]1[CH:5]=[C:6]([C:22]([O:24][CH3:25])=[O:23])[CH:7]=[C:8]2[C:13]=1[O:12][C:11]([N:14]1[CH2:19][CH2:18][O:17][C@H:16]([CH3:20])[CH2:15]1)=[CH:10][C:9]2=[O:21])(=[O:3])[CH3:2].C(Cl)Cl.[BH4-].[Na+]. The catalyst is CO. The product is [OH:3][CH:1]([C:4]1[CH:5]=[C:6]([C:22]([O:24][CH3:25])=[O:23])[CH:7]=[C:8]2[C:13]=1[O:12][C:11]([N:14]1[CH2:19][CH2:18][O:17][C@H:16]([CH3:20])[CH2:15]1)=[CH:10][C:9]2=[O:21])[CH3:2]. The yield is 0.860. (5) The reactants are [F:1][C:2]([F:23])([F:22])[C:3]1[CH:8]=[CH:7][CH:6]=[CH:5][C:4]=1[C:9]1[C:14]2[CH2:15][CH:16]([CH2:18][N:19]=[N+]=[N-])[O:17][C:13]=2[CH:12]=[CH:11][CH:10]=1. The catalyst is [Pd]. The product is [F:22][C:2]([F:1])([F:23])[C:3]1[CH:8]=[CH:7][CH:6]=[CH:5][C:4]=1[C:9]1[C:14]2[CH2:15][CH:16]([CH2:18][NH2:19])[O:17][C:13]=2[CH:12]=[CH:11][CH:10]=1. The yield is 0.830. (6) The reactants are [N:1]1[CH:6]=[CH:5][CH:4]=[CH:3][C:2]=1[C:7]([OH:9])=[O:8].CCN=C=NCCCN(C)C.C1C=CC2N(O)N=NC=2C=1.[NH2:31][CH:32]1[CH:37]([CH3:38])[CH2:36][N:35]([C:39]([O:41][CH2:42][C:43]2[CH:48]=[CH:47][CH:46]=[CH:45][CH:44]=2)=[O:40])[CH2:34][CH:33]1[OH:49].[NH2:50][CH:51]1[CH:56]([OH:57])[CH:55]([CH3:58])[CH2:54][N:53]([C:59]([O:61][CH2:62][C:63]2[CH:68]=[CH:67][CH:66]=[CH:65][CH:64]=2)=[O:60])[CH2:52]1. The catalyst is C(Cl)Cl. The product is [OH:57][CH:56]1[CH:51]([NH:50][C:7](=[O:9])[C:2]2[CH:3]=[CH:4][CH:5]=[CH:6][N:1]=2)[CH2:52][N:53]([C:59]([O:61][CH2:62][C:63]2[CH:68]=[CH:67][CH:66]=[CH:65][CH:64]=2)=[O:60])[CH2:54][CH:55]1[CH3:58].[OH:49][CH:33]1[CH:32]([NH:31][C:7](=[O:8])[C:2]2[CH:3]=[CH:4][CH:5]=[CH:6][N:1]=2)[CH:37]([CH3:38])[CH2:36][N:35]([C:39]([O:41][CH2:42][C:43]2[CH:48]=[CH:47][CH:46]=[CH:45][CH:44]=2)=[O:40])[CH2:34]1. The yield is 0.500. (7) The reactants are [CH2:1]([O:3][C:4](=[O:19])[CH2:5][CH2:6][N:7]1[C:16]2[C:11](=[CH:12][C:13]([OH:17])=[CH:14][CH:15]=2)[CH2:10][CH2:9][C:8]1=[O:18])[CH3:2].C([O-])([O-])=O.[Cs+].[Cs+].[CH3:26][O:27][C:28]1[CH:35]=[CH:34][C:31]([CH2:32]Cl)=[CH:30][CH:29]=1. The catalyst is CC(C)=O. The product is [CH2:1]([O:3][C:4](=[O:19])[CH2:5][CH2:6][N:7]1[C:16]2[C:11](=[CH:12][C:13]([O:17][CH2:32][C:31]3[CH:34]=[CH:35][C:28]([O:27][CH3:26])=[CH:29][CH:30]=3)=[CH:14][CH:15]=2)[CH2:10][CH2:9][C:8]1=[O:18])[CH3:2]. The yield is 0.610. (8) The reactants are Cl.Cl[C:3]1[C:12]2[C:7](=[CH:8][C:9]([O:15]CC3C=CC=CC=3)=[C:10]([O:13][CH3:14])[CH:11]=2)[N:6]=[CH:5][N:4]=1.[Cl:23][C:24]1[CH:25]=[C:26]([CH:28]=[CH:29][C:30]=1[Cl:31])[NH2:27].Cl. The catalyst is C(O)(C)C.C(OCC)C.C(#N)C. The product is [Cl:23][C:24]1[CH:25]=[C:26]([NH:27][C:3]2[C:12]3[C:7](=[CH:8][C:9]([OH:15])=[C:10]([O:13][CH3:14])[CH:11]=3)[N:6]=[CH:5][N:4]=2)[CH:28]=[CH:29][C:30]=1[Cl:31]. The yield is 0.640.